From a dataset of Experimentally validated miRNA-target interactions with 360,000+ pairs, plus equal number of negative samples. Binary Classification. Given a miRNA mature sequence and a target amino acid sequence, predict their likelihood of interaction. (1) The miRNA is cel-miR-63-3p with sequence UAUGACACUGAAGCGAGUUGGAAA. The protein sequence of the target gene is MGPPSACPHRECIPWQGLLLTASLLTFWNAPTTAWLFIASAPFEVAEGENVHLSVVYLPENLYSYGWYKGKTVEPNQLIAAYVIDTHVRTPGPAYSGRETISPSGDLHFQNVTLEDTGYYTLQVTYRNSQIEQASHHLRVYESVAQPSIQASSTTVTEKGSVVLTCHTNNTGTSFQWIFNNQRLQVTKRMKLSWFNHMLTIDPIRQEDAGEYQCEVSNPVSSNRSDPLKLTVKSDDNTLGILIGVLVGSLLVAALVCFLLLRKTGRASDQSDFREQQPPASTPGHGPSDSSIS. Result: 0 (no interaction). (2) The miRNA is mmu-miR-653-5p with sequence GUGUUGAAACAAUCUCUACUG. The protein sequence of the target gene is MKPDETPMFDPSLLKEVDWSQNTATFSPAISPTHPGEGLVLRPLCTADLNRGFFKVLGQLTETGVVSPEQFMKSFEHMKKSGDYYVTVVEDVTLGQIVATATLIIEHKFIHSCAKRGRVEDVVVSDECRGKQLGKLLLSTLTLLSKKLNCYKITLECLPQNVGFYKKFGYTVSEENYMCRRFLK. Result: 0 (no interaction). (3) The miRNA is mmu-miR-466e-3p with sequence UAUACAUACACGCACACAUAAGA. The protein sequence of the target gene is MEMDKRIYLELRNRTPSDVKELVLDNCKSIEGKIEGLTDEFEELEFLSTINVGLTSISNLPKLNKLKKLELSENRISGDLEVLAEKCPNLKHLNLSGNKIKDLSTIEPLKKLENLKSLDLFNCEVTNLNAYRENVFKLLPQVMYLDGYDRDNKEAPDSDVEGYVEDDDEEDEDEEEYDEYAQLVEDEEEEDEEEEGEEEDVSGEEEEDEEGYNDGEVDDEEDEEEAGEEEGSQKRKREPDDEGEEDD. Result: 0 (no interaction). (4) The miRNA is cel-miR-355-5p with sequence UUUGUUUUAGCCUGAGCUAUG. The protein sequence of the target gene is MDSVEEPQKKVFKARKTMRASDRQQLDAVHRVKGELLRADGKLLNGSHENGDLDPTSPLENTDCIQDREEVNGIDGICFQSEESTTEWKETPCMPNVAVKNKQEDLNSEALSPSITCDLSSRVTTEPGSGSPASDNPGCGTPVSDNPASDNPASDNPASDNPDSGDLAAGELATTVQATGDSACEEPPSSDPSSSDPTSSEPSSSEPTCSEPISGDPVSEEAASHDLVSGDSTCSEPVSGEPVSHEAASSEPATSEPASDEPVARVVAACELAPGESALDDCAPSGDSQSDEPPSSEDSL.... Result: 0 (no interaction). (5) The miRNA is mmu-miR-5101 with sequence UUUGUUUGUUUUGCUGAUGCAG. The protein sequence of the target gene is MSGFLASLDPRRVQWGAAWYAMHSRILRTKPVESMLEGTGTTSAHGTKLAQVLTTVDLISLGVGSCVGTGMYVVSGLVAKEMAGPGVIVSFIIAAVASILSGVCYAEFGVRVPKTTGSAYTYSYVTVGEFVAFFIGWNLILEYLIGTAAGASALSSMFDSLANHSISRWMVDTVGTLNGLGKGEESYPDLLALVIAVIVTIIVALGVKNSVGFNNVLNVLNLAVWVFIMIAGLFFINGKYWAEGQFLPHGWSGVLQGAATCFYAFIGFDIIATTGEEAKNPNTSIPYAITASLVICLTAY.... Result: 1 (interaction). (6) The miRNA is mmu-miR-150-5p with sequence UCUCCCAACCCUUGUACCAGUG. The protein sequence of the target gene is MAPKFPDSVEELRAAGNESFRNGQYAEASALYGRALRVLQAQGSSDPEEESVLYSNRAACHLKDGNCRDCIKDCTSALALVPFSIKPLLRRASAYEALEKYPMAYVDYKTVLQIDDNVTSAVEGINRMTRALMDSLGPEWRLKLPSIPLVPVSAQKRWNSLPSENHKEMAKSKSKETTATKNRVPSAGDVEKARVLKEEGNELVKKGNHKKAIEKYSESLLCSNLESATYSNRALCYLVLKQYTEAVKDCTEALKLDGKNVKAFYRRAQAHKALKDYKSSFADISNLLQIEPRNGPAQKL.... Result: 0 (no interaction).